From a dataset of Reaction yield outcomes from USPTO patents with 853,638 reactions. Predict the reaction yield, written as a fraction of the theoretical maximum amount of product (1.0 means a 100% yield; for example, 0.34 means a 34% yield). (1) The reactants are [OH:1][N:2]1[C:6](=[O:7])[C:5]2=[CH:8][CH:9]=[CH:10][CH:11]=[C:4]2[C:3]1=[O:12].C(=O)([O-])[O-].[K+].[K+].[C:19]([O:23][C:24](=[O:27])[CH2:25]Br)([CH3:22])([CH3:21])[CH3:20]. The catalyst is CN1CCCC1=O. The product is [C:3]1(=[O:12])[N:2]([O:1][CH2:25][C:24]([O:23][C:19]([CH3:22])([CH3:21])[CH3:20])=[O:27])[C:6](=[O:7])[C:5]2=[CH:8][CH:9]=[CH:10][CH:11]=[C:4]12. The yield is 0.910. (2) The reactants are [Cl:1][C:2]1[CH:7]=[CH:6][C:5]([C:8](=[O:24])[CH2:9][N:10]2[CH:14]=[C:13]([C:15](=[O:19])[N:16]([CH3:18])[CH3:17])[CH:12]=[C:11]2[C:20]([O:22]C)=[O:21])=[CH:4][CH:3]=1.O.[OH-].[Li+].[OH-].[Na+]. The catalyst is C1COCC1.O. The product is [Cl:1][C:2]1[CH:7]=[CH:6][C:5]([C:8](=[O:24])[CH2:9][N:10]2[CH:14]=[C:13]([C:15](=[O:19])[N:16]([CH3:18])[CH3:17])[CH:12]=[C:11]2[C:20]([OH:22])=[O:21])=[CH:4][CH:3]=1. The yield is 1.00. (3) The reactants are C(O[C:6]([N:8]1[CH2:12][CH2:11][CH2:10][C@@H:9]1[C:13](=[O:24])[NH:14][C:15]1[CH:16]([O:21][CH2:22][CH3:23])[O:17][C:18](=[O:20])[CH:19]=1)=[O:7])(C)(C)C.N1C(C)=CC=CC=1C.C[Si](OS(C(F)(F)F)(=O)=O)(C)C.C(=O)(O)[O-].[Na+].[CH2:50]([O:57][C:58]([NH:60][CH:61]([C:65]([CH3:68])([CH3:67])[CH3:66])C(O)=O)=[O:59])[C:51]1[CH:56]=[CH:55][CH:54]=[CH:53][CH:52]=1.C(Cl)CCl.C1C=CC2N(O)N=NC=2C=1. The catalyst is ClCCl.C(OCC)(=O)C. The product is [CH2:50]([O:57][C:58](=[O:59])[NH:60][CH:61]([C:6]([N:8]1[CH2:12][CH2:11][CH2:10][CH:9]1[C:13](=[O:24])[NH:14][CH:15]1[CH2:19][C:18](=[O:20])[O:17][CH:16]1[O:21][CH2:22][CH3:23])=[O:7])[C:65]([CH3:67])([CH3:66])[CH3:68])[C:51]1[CH:56]=[CH:55][CH:54]=[CH:53][CH:52]=1. The yield is 0.590. (4) The reactants are Cl[C:2]1[C:3]([C:21]2[CH:26]=[CH:25][CH:24]=[CH:23][CH:22]=2)=[C:4]([NH:11][C:12]2[CH:17]=[CH:16][C:15]([O:18][CH2:19][CH3:20])=[CH:14][CH:13]=2)[C:5]2[N:6]([CH:8]=[CH:9][N:10]=2)[N:7]=1.[C@H:27]1([NH2:34])[CH2:32][CH2:31][C@H:30]([NH2:33])[CH2:29][CH2:28]1. The catalyst is C(Cl)Cl. The product is [NH2:33][C@H:30]1[CH2:31][CH2:32][C@H:27]([NH:34][C:2]2[C:3]([C:21]3[CH:26]=[CH:25][CH:24]=[CH:23][CH:22]=3)=[C:4]([NH:11][C:12]3[CH:17]=[CH:16][C:15]([O:18][CH2:19][CH3:20])=[CH:14][CH:13]=3)[C:5]3[N:6]([CH:8]=[CH:9][N:10]=3)[N:7]=2)[CH2:28][CH2:29]1. The yield is 0.0400. (5) The reactants are [F:1][C:2]1[CH:3]=[C:4]([N:9]2[C:13]3[CH:14]=[C:15]([F:18])[CH:16]=[CH:17][C:12]=3[N:11]=[C:10]2[C@@H:19]([NH:21][C:22]2[N:30]=[CH:29][N:28]=[C:27]3[C:23]=2[N:24]=[CH:25][N:26]3C2CCCCO2)[CH3:20])[CH:5]=[C:6]([F:8])[CH:7]=1. The catalyst is O1CCOCC1. The product is [F:1][C:2]1[CH:3]=[C:4]([N:9]2[C:13]3[CH:14]=[C:15]([F:18])[CH:16]=[CH:17][C:12]=3[N:11]=[C:10]2[C@@H:19]([NH:21][C:22]2[N:30]=[CH:29][N:28]=[C:27]3[C:23]=2[N:24]=[CH:25][NH:26]3)[CH3:20])[CH:5]=[C:6]([F:8])[CH:7]=1. The yield is 0.420. (6) The reactants are [CH3:1][O:2][C:3]([C:5]1[CH:15]=[CH:14][C:8]2[N:9]=[C:10]([CH2:12]O)[S:11][C:7]=2[CH:6]=1)=[O:4].P(Br)(Br)[Br:17].O. The catalyst is C1(C)C=CC=CC=1.CN(C=O)C. The product is [CH3:1][O:2][C:3]([C:5]1[CH:15]=[CH:14][C:8]2[N:9]=[C:10]([CH2:12][Br:17])[S:11][C:7]=2[CH:6]=1)=[O:4]. The yield is 0.360.